Predict the product of the given reaction. From a dataset of Forward reaction prediction with 1.9M reactions from USPTO patents (1976-2016). (1) Given the reactants [Br:1][C:2]1[CH:7]=[CH:6][C:5]([C:8]([C:23]2[CH:28]=[CH:27][CH:26]=[CH:25][CH:24]=2)(O)[CH:9]([C:16]2[CH:21]=[CH:20][CH:19]=[CH:18][CH:17]=2)[C:10]2[CH:15]=[CH:14][CH:13]=[CH:12][CH:11]=2)=[CH:4][CH:3]=1.CC1C=CC(S(O)(=O)=O)=CC=1, predict the reaction product. The product is: [Br:1][C:2]1[CH:3]=[CH:4][C:5]([C:8]([C:23]2[CH:24]=[CH:25][CH:26]=[CH:27][CH:28]=2)=[C:9]([C:10]2[CH:11]=[CH:12][CH:13]=[CH:14][CH:15]=2)[C:16]2[CH:21]=[CH:20][CH:19]=[CH:18][CH:17]=2)=[CH:6][CH:7]=1. (2) Given the reactants [Cl:1][C:2]1[CH:3]=[C:4]([N:8]2[C:12]([C:13]3[CH:18]=[CH:17][CH:16]=[C:15]([OH:19])[CH:14]=3)=[CH:11][C:10]([C:20]([O:22][CH2:23][CH3:24])=[O:21])=[N:9]2)[CH:5]=[CH:6][CH:7]=1.C(=O)([O-])[O-].[K+].[K+].Br[CH2:32][CH2:33][CH2:34][Cl:35], predict the reaction product. The product is: [Cl:1][C:2]1[CH:3]=[C:4]([N:8]2[C:12]([C:13]3[CH:18]=[CH:17][CH:16]=[C:15]([O:19][CH2:32][CH2:33][CH2:34][Cl:35])[CH:14]=3)=[CH:11][C:10]([C:20]([O:22][CH2:23][CH3:24])=[O:21])=[N:9]2)[CH:5]=[CH:6][CH:7]=1. (3) The product is: [F:27][C:6]1[CH:5]=[C:4]([NH:28][CH:29]2[CH2:32][NH:31][CH2:30]2)[CH:3]=[C:2]([F:1])[C:7]=1[C@@H:8]1[C:13]2[NH:14][C:15]3[C:20]([C:12]=2[CH2:11][C@@H:10]([CH3:21])[N:9]1[CH2:22][C:23]([F:26])([CH3:25])[CH3:24])=[CH:19][CH:18]=[CH:17][CH:16]=3. Given the reactants [F:1][C:2]1[CH:3]=[C:4]([NH:28][CH:29]2[CH2:32][N:31](C(OC(C)(C)C)=O)[CH2:30]2)[CH:5]=[C:6]([F:27])[C:7]=1[C@@H:8]1[C:13]2[NH:14][C:15]3[C:20]([C:12]=2[CH2:11][C@@H:10]([CH3:21])[N:9]1[CH2:22][C:23]([F:26])([CH3:25])[CH3:24])=[CH:19][CH:18]=[CH:17][CH:16]=3.C(O)(C(F)(F)F)=O.C([O-])(O)=O.[Na+], predict the reaction product. (4) Given the reactants [Cl:1][C:2]1[CH:7]=[CH:6][C:5]([O:8][CH3:9])=[CH:4][C:3]=1[CH2:10][C:11]([C:13]1[CH:14]=[CH:15][C:16](=[O:20])[N:17]([CH3:19])[CH:18]=1)=[O:12].[H-].[Na+].CI.[C:25](OCC)(=O)C, predict the reaction product. The product is: [Cl:1][C:2]1[CH:7]=[CH:6][C:5]([O:8][CH3:9])=[CH:4][C:3]=1[CH:10]([CH3:25])[C:11]([C:13]1[CH:14]=[CH:15][C:16](=[O:20])[N:17]([CH3:19])[CH:18]=1)=[O:12].